This data is from Catalyst prediction with 721,799 reactions and 888 catalyst types from USPTO. The task is: Predict which catalyst facilitates the given reaction. (1) Reactant: Br[CH:2]([C:8]1[CH:18]=[CH:17][CH:16]=[CH:15][C:9]=1[C:10]([O:12]CC)=O)[C:3]([O:5][CH2:6][CH3:7])=[O:4].[CH2:19]([NH2:21])[CH3:20]. Product: [CH2:19]([N:21]1[C:10](=[O:12])[C:9]2[C:8](=[CH:18][CH:17]=[CH:16][CH:15]=2)[CH:2]1[C:3]([O:5][CH2:6][CH3:7])=[O:4])[CH3:20]. The catalyst class is: 7. (2) Reactant: [C:1]([C:3]1[CH:11]=[CH:10][C:6]([C:7]([OH:9])=[O:8])=[C:5]([O:12][CH3:13])[CH:4]=1)#[N:2].O.[C:15]1(C)C=CC(S(O)(=O)=O)=CC=1. Product: [CH3:15][O:8][C:7](=[O:9])[C:6]1[CH:10]=[CH:11][C:3]([C:1]#[N:2])=[CH:4][C:5]=1[O:12][CH3:13]. The catalyst class is: 5.